Dataset: Reaction yield outcomes from USPTO patents with 853,638 reactions. Task: Predict the reaction yield, written as a fraction of the theoretical maximum amount of product (1.0 means a 100% yield; for example, 0.34 means a 34% yield). (1) The reactants are [F:1][CH:2]([F:22])[O:3][C:4]1[CH:9]=[CH:8][C:7]([C@H:10]([NH:14][C:15](=[O:21])[O:16][C:17]([CH3:20])([CH3:19])[CH3:18])[CH2:11][CH2:12][OH:13])=[CH:6][CH:5]=1.[CH3:23][S:24](Cl)(=[O:26])=[O:25]. The catalyst is C(Cl)Cl.CCOC(C)=O. The product is [CH3:23][S:24]([O:13][CH2:12][CH2:11][C@@H:10]([NH:14][C:15]([O:16][C:17]([CH3:18])([CH3:19])[CH3:20])=[O:21])[C:7]1[CH:6]=[CH:5][C:4]([O:3][CH:2]([F:22])[F:1])=[CH:9][CH:8]=1)(=[O:26])=[O:25]. The yield is 1.00. (2) The reactants are [CH2:1]([C:3]([NH:8][C:9]([NH:11]C(=O)C1C=CC=CC=1)=[S:10])([CH2:6][OH:7])[CH2:4][CH3:5])[CH3:2].[Li+].[OH-]. The catalyst is O1CCCC1.CO.O. The product is [CH2:1]([C:3]([NH:8][C:9]([NH2:11])=[S:10])([CH2:6][OH:7])[CH2:4][CH3:5])[CH3:2]. The yield is 0.680.